Dataset: Forward reaction prediction with 1.9M reactions from USPTO patents (1976-2016). Task: Predict the product of the given reaction. (1) Given the reactants [N+:1]([C:4]1[CH:5]=[CH:6][C:7]([N:10]2[CH2:15][CH2:14][N:13]([C:16]3[N:21]=[C:20]([C:22]([F:25])([F:24])[F:23])[N:19]=[C:18]([C:26]4[CH:31]=[CH:30][C:29]([F:32])=[CH:28][CH:27]=4)[C:17]=3[C:33]3[CH:34]=[C:35]([S:39]([NH2:42])(=[O:41])=[O:40])[CH:36]=[CH:37][CH:38]=3)[CH2:12][CH2:11]2)=[N:8][CH:9]=1)([O-])=O.O.O.[Sn](Cl)Cl.C(=O)(O)[O-].[Na+], predict the reaction product. The product is: [NH2:1][C:4]1[CH:5]=[CH:6][C:7]([N:10]2[CH2:15][CH2:14][N:13]([C:16]3[N:21]=[C:20]([C:22]([F:23])([F:24])[F:25])[N:19]=[C:18]([C:26]4[CH:31]=[CH:30][C:29]([F:32])=[CH:28][CH:27]=4)[C:17]=3[C:33]3[CH:34]=[C:35]([S:39]([NH2:42])(=[O:41])=[O:40])[CH:36]=[CH:37][CH:38]=3)[CH2:12][CH2:11]2)=[N:8][CH:9]=1. (2) The product is: [Br:16][C:9]1[C:2]([CH3:1])=[C:3]([CH:6]=[C:7]([CH3:11])[C:8]=1[CH3:10])[CH:4]=[O:5]. Given the reactants [CH3:1][C:2]1[CH:9]=[C:8]([CH3:10])[C:7]([CH3:11])=[CH:6][C:3]=1[CH:4]=[O:5].[Cl-].[Al+3].[Cl-].[Cl-].[Br:16]Br.O, predict the reaction product. (3) Given the reactants [C:1]([N:4]1[CH2:9][CH2:8][N:7]2[N:10]=[C:11]([NH:13][C:14]3[C:15](=[O:22])[N:16]([CH3:21])[CH:17]=[C:18](Br)[CH:19]=3)[CH:12]=[C:6]2[CH2:5]1)(=[O:3])[CH3:2].[C:23]([O:26][CH2:27][C:28]1[C:29]([N:37]2[CH2:48][CH2:47][N:46]3[C:39](=[CH:40][C:41]4[CH2:42][C:43]([CH3:50])([CH3:49])[CH2:44][C:45]=43)[C:38]2=[O:51])=[N:30][CH:31]=[CH:32][C:33]=1B(O)O)(=[O:25])[CH3:24].C([O-])(=O)C.[Na+].[O-]P([O-])([O-])=O.[K+].[K+].[K+], predict the reaction product. The product is: [C:23]([O:26][CH2:27][C:28]1[C:29]([N:37]2[CH2:48][CH2:47][N:46]3[C:39](=[CH:40][C:41]4[CH2:42][C:43]([CH3:50])([CH3:49])[CH2:44][C:45]=43)[C:38]2=[O:51])=[N:30][CH:31]=[CH:32][C:33]=1[C:18]1[CH:19]=[C:14]([NH:13][C:11]2[CH:12]=[C:6]3[CH2:5][N:4]([C:1](=[O:3])[CH3:2])[CH2:9][CH2:8][N:7]3[N:10]=2)[C:15](=[O:22])[N:16]([CH3:21])[CH:17]=1)(=[O:25])[CH3:24]. (4) Given the reactants [Si:1]([O:8][C@H:9]1[CH2:14][CH2:13][C@H:12]([N:15]2[CH:19]=[C:18]([I:20])[CH:17]=[N:16]2)[CH2:11][CH2:10]1)([C:4]([CH3:7])([CH3:6])[CH3:5])([CH3:3])[CH3:2].[CH2:21]1COCC1.C([N-]C(C)C)(C)C.[Li+].C1CCCCC1.CI.[NH4+].[Cl-], predict the reaction product. The product is: [Si:1]([O:8][C@H:9]1[CH2:14][CH2:13][C@H:12]([N:15]2[C:19]([CH3:21])=[C:18]([I:20])[CH:17]=[N:16]2)[CH2:11][CH2:10]1)([C:4]([CH3:7])([CH3:5])[CH3:6])([CH3:3])[CH3:2]. (5) Given the reactants [F:1][C:2]1[CH:7]=[CH:6][C:5]([CH2:8][NH:9][C:10]([C:12]2[CH:17]=[CH:16][CH:15]=[C:14]([CH2:18][CH:19]3[CH2:24][CH2:23][N:22]([CH3:25])[CH2:21][CH2:20]3)[CH:13]=2)=[O:11])=[CH:4][C:3]=1[C:26]1[CH:31]=[CH:30][CH:29]=[C:28]([CH2:32][N:33]2[CH2:38][CH2:37][N:36](C(OCC3C=CC=CC=3)=O)[C@@H:35]([CH3:49])[CH2:34]2)[CH:27]=1.[H][H], predict the reaction product. The product is: [F:1][C:2]1[C:3]([C:26]2[CH:31]=[CH:30][CH:29]=[C:28]([CH2:32][N:33]3[CH2:38][CH2:37][NH:36][C@@H:35]([CH3:49])[CH2:34]3)[CH:27]=2)=[CH:4][C:5]([CH2:8][NH:9][C:10](=[O:11])[C:12]2[CH:17]=[CH:16][CH:15]=[C:14]([CH2:18][CH:19]3[CH2:20][CH2:21][N:22]([CH3:25])[CH2:23][CH2:24]3)[CH:13]=2)=[CH:6][CH:7]=1. (6) Given the reactants [OH:1][CH2:2][C@H:3]1[CH2:7][CH2:6][CH2:5][N:4]1[C:8]([O:10][C:11]([CH3:14])([CH3:13])[CH3:12])=[O:9].[C:15]([O:21][CH2:22][N:23]1[C:32](=[O:33])[C:31]2[C:26](=[CH:27][C:28]([O:35][CH2:36][C:37]3[CH:42]=[CH:41][CH:40]=[CH:39][CH:38]=3)=[CH:29][C:30]=2O)[N:25]=[CH:24]1)(=[O:20])[C:16]([CH3:19])([CH3:18])[CH3:17].C1(P(C2C=CC=CC=2)C2C=CC=CC=2)C=CC=CC=1.CC(OC(/N=N/C(OC(C)(C)C)=O)=O)(C)C, predict the reaction product. The product is: [CH2:36]([O:35][C:28]1[CH:27]=[C:26]2[C:31]([C:32](=[O:33])[N:23]([CH2:22][O:21][C:15](=[O:20])[C:16]([CH3:17])([CH3:18])[CH3:19])[CH:24]=[N:25]2)=[C:30]([O:1][CH2:2][C@H:3]2[CH2:7][CH2:6][CH2:5][N:4]2[C:8]([O:10][C:11]([CH3:14])([CH3:13])[CH3:12])=[O:9])[CH:29]=1)[C:37]1[CH:42]=[CH:41][CH:40]=[CH:39][CH:38]=1. (7) Given the reactants [NH2:1][C:2]1[CH:3]=[C:4]([CH:17]=[CH:18][CH:19]=1)[O:5][C:6]1[CH:13]=[CH:12][C:11]([N+:14]([O-:16])=[O:15])=[CH:10][C:7]=1[C:8]#[N:9].[F:20][C:21]([F:32])([F:31])[C:22](O[C:22](=[O:23])[C:21]([F:32])([F:31])[F:20])=[O:23], predict the reaction product. The product is: [C:8]([C:7]1[CH:10]=[C:11]([N+:14]([O-:16])=[O:15])[CH:12]=[CH:13][C:6]=1[O:5][C:4]1[CH:3]=[C:2]([NH:1][C:22](=[O:23])[C:21]([F:32])([F:31])[F:20])[CH:19]=[CH:18][CH:17]=1)#[N:9]. (8) Given the reactants C1(P(C2C=CC=CC=2)C2C=CC=CC=2)C=CC=CC=1.O[CH2:21][CH2:22][C:23]1[CH:28]=[CH:27][C:26]([NH:29][C:30](=[O:36])[O:31][C:32]([CH3:35])([CH3:34])[CH3:33])=[CH:25][CH:24]=1.[Br:37]N1C(=O)CCC1=O, predict the reaction product. The product is: [Br:37][CH2:21][CH2:22][C:23]1[CH:28]=[CH:27][C:26]([NH:29][C:30](=[O:36])[O:31][C:32]([CH3:35])([CH3:34])[CH3:33])=[CH:25][CH:24]=1.